Predict the reactants needed to synthesize the given product. From a dataset of Full USPTO retrosynthesis dataset with 1.9M reactions from patents (1976-2016). (1) Given the product [CH2:9]1[C:10]2[C:15](=[CH:14][CH:13]=[CH:12][CH:11]=2)[CH2:16][CH2:17][N:8]1[CH2:7][CH2:6][O:5][C:4]1[CH:18]=[CH:19][C:20]([NH2:22])=[CH:21][C:3]=1[O:2][CH3:1], predict the reactants needed to synthesize it. The reactants are: [CH3:1][O:2][C:3]1[CH:21]=[C:20]([N+:22]([O-])=O)[CH:19]=[CH:18][C:4]=1[O:5][CH2:6][CH2:7][N:8]1[CH2:17][CH2:16][C:15]2[C:10](=[CH:11][CH:12]=[CH:13][CH:14]=2)[CH2:9]1. (2) Given the product [Si:1]([O:8][C:9]1[C:10]([F:20])=[C:11]([C:16](=[O:19])[CH2:17][CH3:18])[CH:12]=[C:13]([F:15])[CH:14]=1)([C:4]([CH3:6])([CH3:7])[CH3:5])([CH3:3])[CH3:2], predict the reactants needed to synthesize it. The reactants are: [Si:1]([O:8][C:9]1[C:10]([F:20])=[C:11]([CH:16]([OH:19])[CH2:17][CH3:18])[CH:12]=[C:13]([F:15])[CH:14]=1)([C:4]([CH3:7])([CH3:6])[CH3:5])([CH3:3])[CH3:2].C(Cl)Cl.C(O)(=O)C.C(O)(=O)C.IC1C=CC=CC=1. (3) Given the product [CH:3]1([O:10][CH2:11][CH2:12][CH2:13][CH2:14][CH2:15][CH2:16][OH:17])[CH2:4][CH2:5][CH2:6][CH2:7][CH2:8][C:9]#[C:2]1, predict the reactants needed to synthesize it. The reactants are: Br[C:2]1[CH:3]([O:10][CH2:11][CH2:12][CH2:13][CH2:14][CH2:15][CH2:16][OH:17])[CH2:4][CH2:5][CH2:6][CH2:7][CH2:8][CH:9]=1.C1CCN2C(=NCCC2)CC1.CCCCCC.CCOC(C)=O. (4) Given the product [CH2:1]([O:3][C:4]1[CH:5]=[C:6]([N:13]2[CH2:14][CH2:15][N:16]([CH2:20][CH2:19][S:21]([CH3:24])(=[O:23])=[O:22])[CH2:17][CH2:18]2)[CH:7]=[CH:8][C:9]=1[N+:10]([O-:12])=[O:11])[CH3:2], predict the reactants needed to synthesize it. The reactants are: [CH2:1]([O:3][C:4]1[CH:5]=[C:6]([N:13]2[CH2:18][CH2:17][NH:16][CH2:15][CH2:14]2)[CH:7]=[CH:8][C:9]=1[N+:10]([O-:12])=[O:11])[CH3:2].[CH:19]([S:21]([CH3:24])(=[O:23])=[O:22])=[CH2:20]. (5) Given the product [S:1]1[C:5]2[CH:6]=[CH:7][CH:8]=[CH:9][C:4]=2[C:3]([NH:10][CH2:11][CH2:12][NH:13][C:14](=[O:22])[C:15]2[CH:20]=[C:19]([N:23]3[CH2:28][CH2:27][O:26][CH2:25][CH2:24]3)[CH:18]=[CH:17][N:16]=2)=[N:2]1, predict the reactants needed to synthesize it. The reactants are: [S:1]1[C:5]2[CH:6]=[CH:7][CH:8]=[CH:9][C:4]=2[C:3]([NH:10][CH2:11][CH2:12][NH:13][C:14](=[O:22])[C:15]2[CH:20]=[C:19](Cl)[CH:18]=[CH:17][N:16]=2)=[N:2]1.[NH:23]1[CH2:28][CH2:27][O:26][CH2:25][CH2:24]1. (6) Given the product [CH2:1]([N:3]1[C:7]2[N:8]=[C:9]([C:18]3[CH:19]=[CH:20][C:21]([NH:24][C:25]([NH:27][C:28]4[CH:29]=[CH:30][C:31]([C:32]([N:37]5[CH2:42][CH2:41][O:40][CH2:39][CH2:38]5)=[O:34])=[CH:35][CH:36]=4)=[O:26])=[CH:22][CH:23]=3)[N:10]=[C:11]([N:12]3[CH2:17][CH2:16][O:15][CH2:14][CH2:13]3)[C:6]=2[CH:5]=[CH:4]1)[CH3:2], predict the reactants needed to synthesize it. The reactants are: [CH2:1]([N:3]1[C:7]2[N:8]=[C:9]([C:18]3[CH:23]=[CH:22][C:21]([NH:24][C:25]([NH:27][C:28]4[CH:36]=[CH:35][C:31]([C:32]([OH:34])=O)=[CH:30][CH:29]=4)=[O:26])=[CH:20][CH:19]=3)[N:10]=[C:11]([N:12]3[CH2:17][CH2:16][O:15][CH2:14][CH2:13]3)[C:6]=2[CH:5]=[CH:4]1)[CH3:2].[NH:37]1[CH2:42][CH2:41][O:40][CH2:39][CH2:38]1.